Dataset: Forward reaction prediction with 1.9M reactions from USPTO patents (1976-2016). Task: Predict the product of the given reaction. (1) Given the reactants [CH2:1]([O:8][C:9]([NH:11][CH2:12][CH2:13][CH2:14][CH2:15][C:16]1[CH:26]=[CH:25][C:19]([O:20][CH2:21][C:22]([OH:24])=[O:23])=[CH:18][CH:17]=1)=[O:10])[C:2]1[CH:7]=[CH:6][CH:5]=[CH:4][CH:3]=1.CCN=C=NCCCN(C)C.Cl.[C:39]([O:43][C:44](=[O:49])[NH:45][CH2:46][CH2:47]O)([CH3:42])([CH3:41])[CH3:40], predict the reaction product. The product is: [C:39]([O:43][C:44]([NH:45][CH2:46][CH2:47][O:23][C:22](=[O:24])[CH2:21][O:20][C:19]1[CH:18]=[CH:17][C:16]([CH2:15][CH2:14][CH2:13][CH2:12][NH:11][C:9]([O:8][CH2:1][C:2]2[CH:3]=[CH:4][CH:5]=[CH:6][CH:7]=2)=[O:10])=[CH:26][CH:25]=1)=[O:49])([CH3:42])([CH3:41])[CH3:40]. (2) The product is: [F:24][C:19]1([F:23])[CH2:20][CH2:21][CH2:22][N:17]([C:15]([C:13]2[N:14]=[C:10]([C:8]3[CH:7]=[CH:6][C:5]([CH2:25][NH:26][C:27](=[O:36])[C:28]([F:34])([F:35])[C:29]4[S:30][CH:31]=[CH:32][CH:33]=4)=[C:4]([CH:9]=3)[C:3]([OH:37])=[O:2])[O:11][CH:12]=2)=[O:16])[CH2:18]1. Given the reactants C[O:2][C:3](=[O:37])[C:4]1[CH:9]=[C:8]([C:10]2[O:11][CH:12]=[C:13]([C:15]([N:17]3[CH2:22][CH2:21][CH2:20][C:19]([F:24])([F:23])[CH2:18]3)=[O:16])[N:14]=2)[CH:7]=[CH:6][C:5]=1[CH2:25][NH:26][C:27](=[O:36])[C:28]([F:35])([F:34])[C:29]1[S:30][CH:31]=[CH:32][CH:33]=1.[OH-].[Li+].O, predict the reaction product. (3) Given the reactants [C:1]([C:7]1[C:8]([C:12]2[CH2:13][N:14](C)[CH2:15][CH2:16][CH:17]=2)=[N:9][NH:10][CH:11]=1)#[C:2][CH2:3][CH2:4][CH2:5][CH3:6].[CH:19]#[C:20][CH2:21][CH2:22][CH2:23][CH2:24][CH2:25][CH2:26][CH3:27].[C:28]1([S:34]([N:37]2[CH:41]=[C:40](I)[C:39]([C:43]3[CH:44]=[N:45][CH:46]=[CH:47][CH:48]=3)=[N:38]2)(=[O:36])=[O:35])[CH:33]=[CH:32][CH:31]=[CH:30][CH:29]=1, predict the reaction product. The product is: [C:1]([C:7]1[C:8]([C:12]2[CH:13]=[N:14][CH:15]=[CH:16][CH:17]=2)=[N:9][NH:10][CH:11]=1)#[C:2][CH2:3][CH2:4][CH2:5][CH2:6][CH2:19][CH2:20][CH3:21].[C:28]1([S:34]([N:37]2[CH:41]=[C:40]([C:19]#[C:20][CH2:21][CH2:22][CH2:23][CH2:24][CH2:25][CH2:26][CH3:27])[C:39]([C:43]3[CH:44]=[N:45][CH:46]=[CH:47][CH:48]=3)=[N:38]2)(=[O:36])=[O:35])[CH:33]=[CH:32][CH:31]=[CH:30][CH:29]=1. (4) Given the reactants CC1(C)COB([C:8]2[CH:13]=[CH:12][C:11]([CH:14]3[CH2:18][CH2:17][N:16]([C:19]([O:21][CH3:22])=[O:20])[CH2:15]3)=[CH:10][CH:9]=2)OC1.Br[C:25]1[CH:26]=[C:27]2[C:31](=[CH:32][C:33]=1[Cl:34])[NH:30][CH:29]=[C:28]2[CH:35]=[O:36].C(=O)([O-])[O-].[K+].[K+], predict the reaction product. The product is: [Cl:34][C:33]1[CH:32]=[C:31]2[C:27]([C:28]([CH:35]=[O:36])=[CH:29][NH:30]2)=[CH:26][C:25]=1[C:8]1[CH:9]=[CH:10][C:11]([CH:14]2[CH2:18][CH2:17][N:16]([C:19]([O:21][CH3:22])=[O:20])[CH2:15]2)=[CH:12][CH:13]=1.